This data is from Full USPTO retrosynthesis dataset with 1.9M reactions from patents (1976-2016). The task is: Predict the reactants needed to synthesize the given product. (1) Given the product [ClH:17].[O:1]([C:8]1[CH:9]=[CH:10][C:11]([S:14]([N:19]2[C:27]3[CH:26]=[CH:25][N:24]=[C:23]([N:28]4[CH2:29][CH2:30][NH:31][CH2:32][CH2:33]4)[C:22]=3[CH:21]=[CH:20]2)(=[O:16])=[O:15])=[CH:12][CH:13]=1)[C:2]1[CH:7]=[CH:6][CH:5]=[CH:4][CH:3]=1, predict the reactants needed to synthesize it. The reactants are: [O:1]([C:8]1[CH:13]=[CH:12][CH:11]=[CH:10][CH:9]=1)[C:2]1[CH:7]=[CH:6][CH:5]=[CH:4][CH:3]=1.[S:14](Cl)([Cl:17])(=[O:16])=[O:15].[NH:19]1[C:27]2[CH:26]=[CH:25][N:24]=[C:23]([N:28]3[CH2:33][CH2:32][N:31](C(OC(C)(C)C)=O)[CH2:30][CH2:29]3)[C:22]=2[CH:21]=[CH:20]1. (2) Given the product [CH3:41][O:40][CH2:39][CH2:38][N:28]1[CH2:29][CH2:30][CH:25]([N:23]2[CH:24]=[C:20]([NH:19][C:13]3[N:12]=[C:11]4[C:16]([N:17]=[CH:18][N:10]4[C:7]4[CH:8]=[CH:9][C:4]([O:3][CH3:2])=[CH:5][CH:6]=4)=[CH:15][N:14]=3)[CH:21]=[N:22]2)[CH2:26][CH2:27]1, predict the reactants needed to synthesize it. The reactants are: Cl.[CH3:2][O:3][C:4]1[CH:9]=[CH:8][C:7]([N:10]2[CH:18]=[N:17][C:16]3[C:11]2=[N:12][C:13]([NH:19][C:20]2[CH:21]=[N:22][N:23]([CH:25]4[CH2:30][CH2:29][NH:28][CH2:27][CH2:26]4)[CH:24]=2)=[N:14][CH:15]=3)=[CH:6][CH:5]=1.C([O-])([O-])=O.[K+].[K+].Br[CH2:38][CH2:39][O:40][CH3:41]. (3) Given the product [NH2:1][C:4]1[CH:5]=[C:6]2[C:11](=[CH:12][CH:13]=1)[N:10]([CH2:14][CH2:15][N:16]1[CH2:17][CH2:18][CH2:19][CH2:20]1)[C:9](=[O:21])[CH2:8][CH2:7]2, predict the reactants needed to synthesize it. The reactants are: [N+:1]([C:4]1[CH:5]=[C:6]2[C:11](=[CH:12][CH:13]=1)[N:10]([CH2:14][CH2:15][N:16]1[CH2:20][CH2:19][CH2:18][CH2:17]1)[C:9](=[O:21])[CH2:8][CH2:7]2)([O-])=O.O.NN. (4) Given the product [CH3:1][O:2][C:3]([C@@:5]12[CH2:14][N:13]([S:15]([C:18]3[CH:19]=[N:20][C:21]([N:39]4[CH2:40][CH2:41][C@@H:37]([F:36])[CH2:38]4)=[CH:22][CH:23]=3)(=[O:17])=[O:16])[CH2:12][CH2:11][C:10]1=[CH:9][C:8]1[N:25]([C:28]3[CH:33]=[CH:32][C:31]([F:34])=[CH:30][CH:29]=3)[N:26]=[CH:27][C:7]=1[CH2:6]2)=[O:4], predict the reactants needed to synthesize it. The reactants are: [CH3:1][O:2][C:3]([C@@:5]12[CH2:14][N:13]([S:15]([C:18]3[CH:19]=[N:20][C:21](Cl)=[CH:22][CH:23]=3)(=[O:17])=[O:16])[CH2:12][CH2:11][C:10]1=[CH:9][C:8]1[N:25]([C:28]3[CH:33]=[CH:32][C:31]([F:34])=[CH:30][CH:29]=3)[N:26]=[CH:27][C:7]=1[CH2:6]2)=[O:4].Cl.[F:36][C@@H:37]1[CH2:41][CH2:40][NH:39][CH2:38]1. (5) The reactants are: [CH2:1]1[O:12][C:11]2[CH:10]=[CH:9][C:5]([CH:6]=[N:7]O)=[CH:4][C:3]=2[O:2]1.[ClH:13]. Given the product [ClH:13].[CH2:1]1[O:12][C:11]2[CH:10]=[CH:9][C:5]([CH2:6][NH2:7])=[CH:4][C:3]=2[O:2]1, predict the reactants needed to synthesize it. (6) Given the product [CH:1]1[C:13]2[CH:12]([CH2:14][C:15]([C:17]3[CH:22]=[CH:21][N:20]=[CH:19][CH:18]=3)=[N:24][OH:25])[C:11]3[C:6](=[CH:7][CH:8]=[CH:9][CH:10]=3)[C:5]=2[CH:4]=[CH:3][CH:2]=1, predict the reactants needed to synthesize it. The reactants are: [CH:1]1[C:13]2[CH:12]([CH2:14][C:15]([C:17]3[CH:22]=[CH:21][N:20]=[CH:19][CH:18]=3)=O)[C:11]3[C:6](=[CH:7][CH:8]=[CH:9][CH:10]=3)[C:5]=2[CH:4]=[CH:3][CH:2]=1.Cl.[NH2:24][OH:25].C([O-])(O)=O.[Na+]. (7) The reactants are: [CH3:1][O:2][C:3](=[O:12])[C:4]1[CH:9]=[CH:8][C:7]([CH3:10])=[CH:6][C:5]=1[OH:11].[C:13]1(P([C:13]2[CH:18]=CC=[CH:15][CH:14]=2)[C:13]2[CH:18]=CC=[CH:15][CH:14]=2)[CH:18]=CC=[CH:15][CH:14]=1.C(O)CCC.CC(OC(/N=N/C(OC(C)C)=O)=O)C. Given the product [CH3:1][O:2][C:3](=[O:12])[C:4]1[CH:9]=[CH:8][C:7]([CH3:10])=[CH:6][C:5]=1[O:11][CH2:18][CH2:13][CH2:14][CH3:15], predict the reactants needed to synthesize it.